From a dataset of Catalyst prediction with 721,799 reactions and 888 catalyst types from USPTO. Predict which catalyst facilitates the given reaction. (1) Reactant: [CH2:1]([O:5][C:6]1[C:15]2[C:10](=[CH:11][CH:12]=[C:13]([C:16]3[S:17][CH:18]=[C:19]([C:21]([O:23][CH2:24][CH3:25])=[O:22])[N:20]=3)[CH:14]=2)[C:9](=[O:26])[N:8]([CH2:27][CH:28]([CH3:30])[CH3:29])[C:7]=1CCNC(OCC1C2C=CC=CC=2C2C1=CC=CC=2)=O)[CH2:2][CH2:3][CH3:4].O1CCCC1.[NH:56]1CCC[CH2:57]1.[C:61](O[C:61]([O:63][C:64]([CH3:67])([CH3:66])[CH3:65])=[O:62])([O:63][C:64]([CH3:67])([CH3:66])[CH3:65])=[O:62]. Product: [CH2:1]([O:5][C:6]1[C:15]2[C:10](=[CH:11][CH:12]=[C:13]([C:16]3[S:17][CH:18]=[C:19]([C:21]([O:23][CH2:24][CH3:25])=[O:22])[N:20]=3)[CH:14]=2)[C:9](=[O:26])[N:8]([CH2:27][CH:28]([CH3:30])[CH3:29])[C:7]=1[CH2:57][NH:56][C:61]([O:63][C:64]([CH3:67])([CH3:66])[CH3:65])=[O:62])[CH2:2][CH2:3][CH3:4]. The catalyst class is: 35. (2) Reactant: [NH2:1][CH2:2][CH2:3][NH:4][C:5]1[N:10]=[C:9]([C:11]2[CH:16]=[CH:15][C:14]([Cl:17])=[CH:13][C:12]=2[Cl:18])[C:8]([CH2:19][OH:20])=[CH:7][N:6]=1.C(=O)([O-])[O-].[Cs+].[Cs+].Cl[C:28]1[CH:33]=[CH:32][C:31]([N+:34]([O-:36])=[O:35])=[C:30](N)[N:29]=1. Product: [Cl:18][C:12]1[CH:13]=[C:14]([Cl:17])[CH:15]=[CH:16][C:11]=1[C:9]1[C:8]([CH2:19][OH:20])=[CH:7][N:6]=[C:5]([NH:4][CH2:3][CH2:2][NH:1][C:28]2[CH:33]=[CH:32][C:31]([N+:34]([O-:36])=[O:35])=[CH:30][N:29]=2)[N:10]=1. The catalyst class is: 1. (3) Reactant: [CH3:1][O:2][C:3]1[CH:4]=[C:5]2[C:10](=[CH:11][C:12]=1[O:13][CH3:14])[N:9]=[CH:8][CH:7]=[C:6]2[O:15][C:16]1[CH:22]=[CH:21][C:19]([NH2:20])=[CH:18][CH:17]=1.C1(C)C=CC=CC=1.C(N(CC)CC)C.Cl[C:38](Cl)([O:40][C:41](=[O:47])OC(Cl)(Cl)Cl)Cl.[CH3:49][C:50]1[CH:55]=[CH:54][C:53]([CH3:56])=[CH:52][C:51]=1[S:57][CH2:58]CO. Product: [CH3:1][O:2][C:3]1[CH:4]=[C:5]2[C:10](=[CH:11][C:12]=1[O:13][CH3:14])[N:9]=[CH:8][CH:7]=[C:6]2[O:15][C:16]1[CH:22]=[CH:21][C:19]([NH:20][C:41](=[O:47])[O:40][CH2:38][CH2:58][S:57][C:51]2[CH:52]=[C:53]([CH3:56])[CH:54]=[CH:55][C:50]=2[CH3:49])=[CH:18][CH:17]=1. The catalyst class is: 2. (4) Reactant: C(OC([N:8]1[CH2:12][C@@H:11]([CH2:13][N:14]([CH:31]([CH3:33])[CH3:32])[C:15](=[O:30])[C:16]2[CH:21]=[CH:20][C:19]([O:22][CH3:23])=[C:18]([O:24][CH2:25][CH2:26][CH2:27][O:28][CH3:29])[CH:17]=2)[C@H:10](N)[CH2:9]1)=O)(C)(C)C.[C:35]1(CC(Cl)=O)[CH:40]=[CH:39][CH:38]=[CH:37][CH:36]=1.[CH3:45][C:46]#[N:47].[OH2:48].CC#N. Product: [CH:31]([N:14]([CH:13]([NH:47][C:46](=[O:48])[CH3:45])[C@H:11]1[C@@H:10]([C:35]2[CH:36]=[CH:37][CH:38]=[CH:39][CH:40]=2)[CH2:9][NH:8][CH2:12]1)[C:15](=[O:30])[C:16]1[CH:21]=[CH:20][C:19]([O:22][CH3:23])=[C:18]([O:24][CH2:25][CH2:26][CH2:27][O:28][CH3:29])[CH:17]=1)([CH3:32])[CH3:33]. The catalyst class is: 6.